This data is from Peptide-MHC class I binding affinity with 185,985 pairs from IEDB/IMGT. The task is: Regression. Given a peptide amino acid sequence and an MHC pseudo amino acid sequence, predict their binding affinity value. This is MHC class I binding data. (1) The peptide sequence is MLQGKKASVY. The MHC is HLA-A24:02 with pseudo-sequence HLA-A24:02. The binding affinity (normalized) is 0. (2) The peptide sequence is ECSDSPLVL. The MHC is HLA-A23:01 with pseudo-sequence HLA-A23:01. The binding affinity (normalized) is 0.0661.